Predict the product of the given reaction. From a dataset of Forward reaction prediction with 1.9M reactions from USPTO patents (1976-2016). (1) The product is: [F:1][C:2]1[CH:3]=[C:4]([S:9]([CH:12]([C:23]2[C:28]([F:29])=[CH:27][CH:26]=[C:25]([F:30])[C:24]=2[F:31])[C:13]2[C:14]([CH3:22])=[CH:15][C:16]([C:19]([NH:21][CH2:36][OH:38])=[O:20])=[N:17][CH:18]=2)(=[O:11])=[O:10])[CH:5]=[CH:6][C:7]=1[F:8]. Given the reactants [F:1][C:2]1[CH:3]=[C:4]([S:9]([CH:12]([C:23]2[C:28]([F:29])=[CH:27][CH:26]=[C:25]([F:30])[C:24]=2[F:31])[C:13]2[C:14]([CH3:22])=[CH:15][C:16]([C:19]([NH2:21])=[O:20])=[N:17][CH:18]=2)(=[O:11])=[O:10])[CH:5]=[CH:6][C:7]=1[F:8].C=O.[OH-].[Na+].[C:36](OCC)(=[O:38])C, predict the reaction product. (2) Given the reactants C(N(CC)CC)C.[NH2:8][C:9]1[C:18]2[N:19]=[C:20]([CH2:31][CH3:32])[N:21]([CH2:22][CH2:23][CH2:24][CH2:25][NH:26][S:27]([CH3:30])(=[O:29])=[O:28])[C:17]=2[C:16]2[CH:15]=[CH:14][CH:13]=[CH:12][C:11]=2[N:10]=1.Cl[C:34]([O:36][CH2:37][CH2:38][CH2:39][CH3:40])=[O:35], predict the reaction product. The product is: [CH2:31]([C:20]1[N:21]([CH2:22][CH2:23][CH2:24][CH2:25][NH:26][S:27]([CH3:30])(=[O:29])=[O:28])[C:17]2[C:16]3[CH:15]=[CH:14][CH:13]=[CH:12][C:11]=3[N:10]=[C:9]([NH:8][C:34](=[O:35])[O:36][CH2:37][CH2:38][CH2:39][CH3:40])[C:18]=2[N:19]=1)[CH3:32]. (3) The product is: [F:1][C:2]1[CH:7]=[C:6]([F:8])[CH:5]=[CH:4][C:3]=1[C:9]1[N:10]2[C:15]([CH:16]=[CH:17][CH:18]=1)=[C:14]([C:19]1[CH:20]=[C:21]([C:22]3[O:23][C:30]([CH3:31])=[N:32][N:43]=3)[CH:25]=[CH:26][C:27]=1[F:28])[C:13](=[O:29])[CH:12]=[CH:11]2. Given the reactants [F:1][C:2]1[CH:7]=[C:6]([F:8])[CH:5]=[CH:4][C:3]=1[C:9]1[N:10]2[C:15]([CH:16]=[CH:17][CH:18]=1)=[C:14]([C:19]1[CH:20]=[C:21]([CH:25]=[CH:26][C:27]=1[F:28])[C:22](O)=[O:23])[C:13](=[O:29])[CH:12]=[CH:11]2.[CH2:30]([N:32](CC)CC)[CH3:31].C(OC(Cl)=O)C.[NH2:43]N, predict the reaction product. (4) Given the reactants N(C(OCC)=O)=NC(OCC)=O.[F:13][C:14]1[CH:23]=[CH:22][C:17]([O:18][CH2:19][CH2:20]O)=[CH:16][CH:15]=1.[C:24]1(=[O:34])[C:32]2[C:27](=[CH:28][CH:29]=[CH:30][CH:31]=2)[C:26](=[O:33])[NH:25]1.C1(P(C2C=CC=CC=2)C2C=CC=CC=2)C=CC=CC=1, predict the reaction product. The product is: [F:13][C:14]1[CH:15]=[CH:16][C:17]([O:18][CH2:19][CH2:20][N:25]2[C:26](=[O:33])[C:27]3[C:32](=[CH:31][CH:30]=[CH:29][CH:28]=3)[C:24]2=[O:34])=[CH:22][CH:23]=1. (5) Given the reactants Br[C:2]1[CH:18]=[CH:17][C:5]([O:6][C:7]2[CH:8]=[C:9]([CH2:13][C:14]([OH:16])=[O:15])[CH:10]=[CH:11][CH:12]=2)=[C:4]([CH2:19][N:20]2[CH2:24][CH2:23][O:22][C:21]2=[O:25])[CH:3]=1, predict the reaction product. The product is: [CH2:19]([NH:20][C:21]([C:2]1[CH:18]=[CH:17][C:5]([O:6][C:7]2[CH:8]=[C:9]([CH2:13][C:14]([OH:16])=[O:15])[CH:10]=[CH:11][CH:12]=2)=[C:4]([CH2:19][N:20]2[CH2:24][CH2:23][O:22][C:21]2=[O:25])[CH:3]=1)=[O:22])[CH3:4]. (6) Given the reactants N[C:2]1[CH:3]=[C:4]([S:11]([NH:14][CH3:15])(=[O:13])=[O:12])[CH:5]=[C:6]([N+:8]([O-:10])=[O:9])[CH:7]=1.N([O-])=O.[Na+].[ClH:20], predict the reaction product. The product is: [Cl:20][C:2]1[CH:3]=[C:4]([S:11]([NH:14][CH3:15])(=[O:13])=[O:12])[CH:5]=[C:6]([N+:8]([O-:10])=[O:9])[CH:7]=1. (7) Given the reactants Cl[C:2]1[N:3]=[CH:4][C:5]2[N:11]([CH2:12][CH3:13])[C:10](=[O:14])[CH:9]([CH2:15][CH3:16])[CH2:8][N:7]([CH:17]3[CH2:21][CH2:20][CH2:19][CH2:18]3)[C:6]=2[N:22]=1.[NH2:23][C:24]1[CH:32]=[CH:31][C:27]([C:28]([OH:30])=[O:29])=[CH:26][C:25]=1[O:33][CH3:34].C(O)C, predict the reaction product. The product is: [CH:17]1([N:7]2[CH2:8][CH:9]([CH2:15][CH3:16])[C:10](=[O:14])[N:11]([CH2:12][CH3:13])[C:5]3[CH:4]=[N:3][C:2]([NH:23][C:24]4[CH:32]=[CH:31][C:27]([C:28]([OH:30])=[O:29])=[CH:26][C:25]=4[O:33][CH3:34])=[N:22][C:6]2=3)[CH2:21][CH2:20][CH2:19][CH2:18]1. (8) Given the reactants [CH3:1][O:2][C:3](=[O:33])[C:4]1[CH:9]=[CH:8][CH:7]=[CH:6][C:5]=1[S:10][CH2:11][CH:12]([C:14]1[CH:19]=[CH:18][CH:17]=[C:16](/[CH:20]=[CH:21]/[C:22]2[CH:31]=[CH:30][C:29]3[C:24](=[CH:25][C:26]([Cl:32])=[CH:27][CH:28]=3)[N:23]=2)[CH:15]=1)[OH:13].[Cr](Cl)([O-])(=O)=O.[NH+]1C=CC=CC=1, predict the reaction product. The product is: [CH3:1][O:2][C:3](=[O:33])[C:4]1[CH:9]=[CH:8][CH:7]=[CH:6][C:5]=1[S:10][CH2:11][C:12]([C:14]1[CH:19]=[CH:18][CH:17]=[C:16](/[CH:20]=[CH:21]/[C:22]2[CH:31]=[CH:30][C:29]3[C:24](=[CH:25][C:26]([Cl:32])=[CH:27][CH:28]=3)[N:23]=2)[CH:15]=1)=[O:13].